Dataset: Full USPTO retrosynthesis dataset with 1.9M reactions from patents (1976-2016). Task: Predict the reactants needed to synthesize the given product. (1) Given the product [CH:15]1[CH:14]=[C:13]([C:8]2[CH:9]=[CH:18][CH:5]=[C:6]([OH:19])[CH:7]=2)[C:23]([OH:22])=[CH:24][CH:25]=1, predict the reactants needed to synthesize it. The reactants are: O.[Cl-].CO[C:5]1[CH:18]=[C:9]2C=C[NH+](C)[C:13]3[CH:14]=[CH:15]N=[C:7]([C:8]=32)[C:6]=1[O:19]C.C[O:22][C:23]1C=C2C=C[NH+](C)C3C=CN=[C:25](C=32)[C:24]=1OC.[Cl-]. (2) Given the product [Cl:21][C:22]1[CH:23]=[C:24]([S:28]([N:18]2[CH2:19][CH2:20][C:14]3[NH:13][C:12]4[N:11]=[CH:10][CH:9]=[C:8]([NH:7][C:1]5[CH:2]=[CH:3][CH:4]=[CH:5][CH:6]=5)[C:16]=4[C:15]=3[CH2:17]2)(=[O:30])=[O:29])[CH:25]=[CH:26][CH:27]=1, predict the reactants needed to synthesize it. The reactants are: [C:1]1([NH:7][C:8]2[C:16]3[C:15]4[CH2:17][NH:18][CH2:19][CH2:20][C:14]=4[NH:13][C:12]=3[N:11]=[CH:10][CH:9]=2)[CH:6]=[CH:5][CH:4]=[CH:3][CH:2]=1.[Cl:21][C:22]1[CH:23]=[C:24]([S:28](Cl)(=[O:30])=[O:29])[CH:25]=[CH:26][CH:27]=1.C(N(CC)CC)C. (3) Given the product [C:37]([O:36][C:34]([N:41]1[CH2:46][CH2:45][CH:44]([N:55]2[C:51]3=[N:52][CH:53]=[N:54][C:49]([Cl:48])=[C:50]3[CH:57]=[N:56]2)[CH2:43][CH2:42]1)=[O:35])([CH3:40])([CH3:39])[CH3:38], predict the reactants needed to synthesize it. The reactants are: C1(P(C2C=CC=CC=2)C2C=CC=CC=2)C=CC=CC=1.CC(OC(/N=N/C(OC(C)C)=O)=O)C.[C:34]([N:41]1[CH2:46][CH2:45][CH:44](O)[CH2:43][CH2:42]1)([O:36][C:37]([CH3:40])([CH3:39])[CH3:38])=[O:35].[Cl:48][C:49]1[N:54]=[CH:53][N:52]=[C:51]2[NH:55][N:56]=[CH:57][C:50]=12. (4) Given the product [CH2:26]([C:10]1([NH:20][CH2:19][CH:16]2[CH2:18][CH2:17]2)[CH2:11][CH2:12][N:7]([CH2:6][C:5]2[CH:14]=[CH:15][C:2]([Cl:1])=[CH:3][CH:4]=2)[CH2:8][CH2:9]1)[CH:21]=[CH2:22], predict the reactants needed to synthesize it. The reactants are: [Cl:1][C:2]1[CH:15]=[CH:14][C:5]([CH2:6][N:7]2[CH2:12][CH2:11][C:10](=O)[CH2:9][CH2:8]2)=[CH:4][CH:3]=1.[CH:16]1([CH2:19][NH2:20])[CH2:18][CH2:17]1.[C:21]1(C)[CH:26]=CC=C[CH:22]=1. (5) Given the product [CH2:7]1[CH:6]2[CH2:2][N:3]([C:10]([O:12][C:13]([CH3:16])([CH3:15])[CH3:14])=[O:11])[CH2:4][CH:5]2[CH2:9][N:8]1[C:10]([O:12][CH2:13][C:23]1[CH:22]=[CH:2][CH:6]=[CH:5][CH:4]=1)=[O:11], predict the reactants needed to synthesize it. The reactants are: Cl.[CH2:2]1[CH:6]2[CH2:7][NH:8][CH2:9][CH:5]2[CH2:4][N:3]1[C:10]([O:12][C:13]([CH3:16])([CH3:15])[CH3:14])=[O:11].C(N([CH2:22][CH3:23])CC)C. (6) The reactants are: [K+].[N:2]1[CH:7]=[CH:6][C:5]([NH:8][C:9]2[C:17]3[C:12](=[CH:13][CH:14]=[CH:15][CH:16]=3)[NH:11][C:10]=2[C:18]([O-:20])=[O:19])=[CH:4][CH:3]=1.Cl[CH2:22][N:23]1[CH2:28][CH2:27][CH2:26][CH2:25][C:24]1=[O:29]. Given the product [O:29]=[C:24]1[CH2:25][CH2:26][CH2:27][CH2:28][N:23]1[CH2:22][O:19][C:18]([C:10]1[NH:11][C:12]2[C:17]([C:9]=1[NH:8][C:5]1[CH:6]=[CH:7][N:2]=[CH:3][CH:4]=1)=[CH:16][CH:15]=[CH:14][CH:13]=2)=[O:20], predict the reactants needed to synthesize it. (7) Given the product [CH3:1][C:2]1[N:7]=[C:26]([C:27]([OH:23])=[O:28])[CH:5]=[CH:4][C:3]=1[C:10]1[CH:18]=[C:17]([C:19]([F:22])([F:21])[F:20])[CH:16]=[C:15]2[C:11]=1[CH:12]=[N:13][NH:14]2, predict the reactants needed to synthesize it. The reactants are: [CH3:1][C:2]1[N:7]=C(C#N)[CH:5]=[CH:4][C:3]=1[C:10]1[CH:18]=[C:17]([C:19]([F:22])([F:21])[F:20])[CH:16]=[C:15]2[C:11]=1[CH:12]=[N:13][NH:14]2.[OH-:23].[Na+].Cl.[CH3:26][CH2:27][OH:28].